Dataset: Full USPTO retrosynthesis dataset with 1.9M reactions from patents (1976-2016). Task: Predict the reactants needed to synthesize the given product. (1) Given the product [CH:15]1([N:14]([CH:11]2[CH2:12][CH2:13][NH:8][CH2:9][CH:10]2[CH3:18])[C:28](=[O:29])[C:27]2[CH:26]=[CH:25][C:24]([C:23]3[O:19][CH:20]=[N:21][CH:22]=3)=[CH:32][CH:31]=2)[CH2:16][CH2:17]1, predict the reactants needed to synthesize it. The reactants are: C(OC([N:8]1[CH2:13][CH2:12][CH:11]([NH:14][CH:15]2[CH2:17][CH2:16]2)[CH:10]([CH3:18])[CH2:9]1)=O)(C)(C)C.[O:19]1[C:23]([C:24]2[CH:32]=[CH:31][C:27]([C:28](O)=[O:29])=[CH:26][CH:25]=2)=[CH:22][N:21]=[CH:20]1.O1C2(CCN(C#N)CC2)OCC1. (2) Given the product [C:13]1([C:19]2([C:26]([O:28][CH3:29])=[O:27])[CH2:25][CH2:24][CH2:23][CH2:22][CH2:21][CH2:20]2)[CH:14]=[CH:15][CH:16]=[CH:17][CH:18]=1, predict the reactants needed to synthesize it. The reactants are: [Li]CCCC.[CH:13]1(N[CH:13]2[CH2:18][CH2:17][CH2:16][CH2:15][CH2:14]2)[CH2:18][CH2:17][CH2:16][CH2:15][CH2:14]1.[CH:19]1([C:26]([O:28][CH3:29])=[O:27])[CH2:25][CH2:24][CH2:23][CH2:22][CH2:21][CH2:20]1.P(C(C)(C)C)(C(C)(C)C)C(C)(C)C.[H+].[B-](F)(F)(F)F.BrC1C=CC=CC=1. (3) Given the product [CH3:15][O:14][C:4]1[CH:3]=[C:2]([NH:27][C:24]2[N:25]=[CH:26][N:22]([CH2:21][C:20]3[CH:28]=[CH:29][CH:30]=[C:18]([C:17]([F:32])([F:16])[F:31])[CH:19]=3)[N:23]=2)[CH:7]=[CH:6][C:5]=1[N:8]1[CH:12]=[C:11]([CH3:13])[N:10]=[CH:9]1, predict the reactants needed to synthesize it. The reactants are: Br[C:2]1[CH:7]=[CH:6][C:5]([N:8]2[CH:12]=[C:11]([CH3:13])[N:10]=[CH:9]2)=[C:4]([O:14][CH3:15])[CH:3]=1.[F:16][C:17]([F:32])([F:31])[C:18]1[CH:19]=[C:20]([CH:28]=[CH:29][CH:30]=1)[CH2:21][N:22]1[CH:26]=[N:25][C:24]([NH2:27])=[N:23]1. (4) Given the product [Cl:1][C:2]1[CH:3]=[C:4]([CH:20]=[CH:21][CH:22]=1)[CH2:5][N:6]1[C:14]2[C:9](=[CH:10][CH:11]=[CH:12][CH:13]=2)[CH:8]=[C:7]1[C:15]([OH:17])=[O:16], predict the reactants needed to synthesize it. The reactants are: [Cl:1][C:2]1[CH:3]=[C:4]([CH:20]=[CH:21][CH:22]=1)[CH2:5][N:6]1[C:14]2[C:9](=[CH:10][CH:11]=[CH:12][CH:13]=2)[CH:8]=[C:7]1[C:15]([O:17]CC)=[O:16].[OH-].[Na+]. (5) Given the product [C:22]([C:21]1[CH:24]=[C:17]([C:15]2[S:16][C:12]([C:7]3[CH:8]=[CH:9][CH:10]=[C:11]4[C:6]=3[CH2:5][CH2:4][C@@H:3]4[NH:2][C:36](=[O:38])[CH3:37])=[N:13][N:14]=2)[CH:18]=[CH:19][C:20]=1[O:25][CH:26]([CH3:28])[CH3:27])#[N:23], predict the reactants needed to synthesize it. The reactants are: Cl.[NH2:2][C@@H:3]1[C:11]2[C:6](=[C:7]([C:12]3[S:16][C:15]([C:17]4[CH:18]=[CH:19][C:20]([O:25][CH:26]([CH3:28])[CH3:27])=[C:21]([CH:24]=4)[C:22]#[N:23])=[N:14][N:13]=3)[CH:8]=[CH:9][CH:10]=2)[CH2:5][CH2:4]1.C(N(CC)CC)C.[C:36](Cl)(=[O:38])[CH3:37]. (6) The reactants are: C([O:5][C:6](=[O:29])[CH2:7][N:8]1[C:16]2[C:11](=[CH:12][CH:13]=[CH:14][CH:15]=2)[C:10]([CH:17]2[C:21]3[CH:22]=[CH:23][CH:24]=[CH:25][C:20]=3[S:19](=[O:27])(=[O:26])[NH:18]2)=[C:9]1[CH3:28])(C)(C)C.I[CH2:31][CH2:32][CH:33]([CH3:35])[CH3:34]. Given the product [CH3:28][C:9]1[N:8]([CH2:7][C:6]([OH:5])=[O:29])[C:16]2[C:11]([C:10]=1[CH:17]1[C:21]3[CH:22]=[CH:23][CH:24]=[CH:25][C:20]=3[S:19](=[O:26])(=[O:27])[N:18]1[CH2:31][CH2:32][CH:33]([CH3:35])[CH3:34])=[CH:12][CH:13]=[CH:14][CH:15]=2, predict the reactants needed to synthesize it. (7) Given the product [Cl:1][C:2]1[C:7]2[C:8]([I:14])=[N:9][NH:10][C:6]=2[CH:5]=[C:4]([CH3:11])[N:3]=1, predict the reactants needed to synthesize it. The reactants are: [Cl:1][C:2]1[C:7]2[CH:8]=[N:9][NH:10][C:6]=2[CH:5]=[C:4]([CH3:11])[N:3]=1.[OH-].[K+].[I:14]I.S(S([O-])=O)([O-])(=O)=O.[Na+].[Na+].